This data is from Full USPTO retrosynthesis dataset with 1.9M reactions from patents (1976-2016). The task is: Predict the reactants needed to synthesize the given product. Given the product [Br:16][C:17]1[CH:18]=[C:19]([NH:20][C:2]2[CH:7]=[CH:6][CH:5]=[CH:4][C:3]=2[N+:8]([O-:10])=[O:9])[CH:21]=[CH:22][CH:23]=1, predict the reactants needed to synthesize it. The reactants are: Br[C:2]1[CH:7]=[CH:6][CH:5]=[CH:4][C:3]=1[N+:8]([O-:10])=[O:9].C([O-])(=O)C.[Na+].[Br:16][C:17]1[CH:18]=[C:19]([CH:21]=[CH:22][CH:23]=1)[NH2:20].